This data is from Reaction yield outcomes from USPTO patents with 853,638 reactions. The task is: Predict the reaction yield, written as a fraction of the theoretical maximum amount of product (1.0 means a 100% yield; for example, 0.34 means a 34% yield). (1) The reactants are [Br:1][C:2]1[CH:11]=[C:10]2[C:5]([N:6](C(=O)C(F)(F)F)[C@@H:7]([CH3:19])[CH2:8][N:9]2[C:12]([O:14][C:15]([CH3:18])([CH3:17])[CH3:16])=[O:13])=[CH:4][CH:3]=1.C(=O)(O)[O-].[Na+]. The catalyst is C(O)C. The product is [Br:1][C:2]1[CH:11]=[C:10]2[C:5]([NH:6][C@@H:7]([CH3:19])[CH2:8][N:9]2[C:12]([O:14][C:15]([CH3:18])([CH3:17])[CH3:16])=[O:13])=[CH:4][CH:3]=1. The yield is 0.970. (2) The reactants are Cl.N[C@H]1CCCC[C@H]1CNC.CN1CC2C(CCCC2)N2C(=O)C3N(C=C(C(N)=O)C(=O)C=3OCC3C=CC=CC=3)CC12.[F:44][C:45]1[CH:50]=[C:49]([F:51])[CH:48]=[CH:47][C:46]=1[CH2:52][NH:53][C:54]([C:56]1[C:57](=[O:84])[C:58]([O:76]CC2C=CC=CC=2)=[C:59]2[C:73](=[O:74])[N:63]3[CH:64]4[CH:69]([CH2:70][NH:71][CH:62]3[CH2:61][N:60]2[CH:75]=1)[CH2:68][CH2:67][CH2:66][CH:65]4[CH3:72])=[O:55]. The catalyst is [Pd]. The product is [F:44][C:45]1[CH:50]=[C:49]([F:51])[CH:48]=[CH:47][C:46]=1[CH2:52][NH:53][C:54]([C:56]1[C:57](=[O:84])[C:58]([OH:76])=[C:59]2[C:73](=[O:74])[N:63]3[CH:64]4[CH:65]([CH2:72][N:71]([CH3:70])[CH:62]3[CH2:61][N:60]2[CH:75]=1)[CH2:66][CH2:67][CH2:68][CH2:69]4)=[O:55]. The yield is 0.640. (3) The reactants are C(C1C=C([NH:10][C:11]([NH:13][C:14]2[CH:19]=[CH:18][C:17]([Cl:20])=[CH:16][CH:15]=2)=[O:12])N(C2C=C(C=CC=2)C(OCC)=O)N=1)(C)(C)C. The catalyst is C1COCC1. The product is [Cl:20][C:17]1[CH:16]=[CH:15][C:14]([NH:13][C:11](=[O:12])[NH2:10])=[CH:19][CH:18]=1. The yield is 0.970. (4) The reactants are N(C(OCC)=O)=NC(OCC)=O.P([N:29]=[N+:30]=[N-:31])(=O)(OC1C=CC=CC=1)OC1C=CC=CC=1.CO[O:34][CH2:35][C@@H:36]1[O:40][C@:39](C(C2C=CC=CC=2)(C2C=CC=CC=2)C2C=CC=CC=2)([N:41]2[CH:49]=[C:47]([CH3:48])[C:45](=[O:46])[NH:44][C:42]2=[O:43])[CH2:38][C@@H:37]1O.C1(P(C2C=CC=CC=2)C2C=CC=CC=2)C=CC=CC=1. The catalyst is C1COCC1.C(O)C. The product is [CH3:48][C:47]1[C:45](=[O:46])[NH:44][C:42](=[O:43])[N:41]([C@H:39]2[O:40][C@@H:36]([CH2:35][OH:34])[C@H:37]([N:29]=[N+:30]=[N-:31])[CH2:38]2)[CH:49]=1. The yield is 0.400. (5) The reactants are N1C=CN=C1.[OH:6][CH2:7][C:8]1[CH:13]=[CH:12][CH:11]=[C:10]([C:14]([OH:17])([CH3:16])[CH3:15])[N:9]=1.[Si:18](Cl)([C:21]([CH3:24])([CH3:23])[CH3:22])([CH3:20])[CH3:19]. The catalyst is CN(C=O)C. The product is [Si:18]([O:6][CH2:7][C:8]1[CH:13]=[CH:12][CH:11]=[C:10]([C:14]([OH:17])([CH3:15])[CH3:16])[N:9]=1)([C:21]([CH3:24])([CH3:23])[CH3:22])([CH3:20])[CH3:19]. The yield is 0.920. (6) The reactants are [Cl:1][C:2]1[CH:7]=[C:6](B(O)O)[C:5]([Cl:11])=[CH:4][N:3]=1.Br[C:13]1[C:18]([CH3:19])=[CH:17][C:16]([CH3:20])=[CH:15][N:14]=1. The catalyst is O1CCOCC1.O.C1C=CC(P(C2C=CC=CC=2)[C-]2C=CC=C2)=CC=1.C1C=CC(P(C2C=CC=CC=2)[C-]2C=CC=C2)=CC=1.Cl[Pd]Cl.[Fe+2]. The product is [Cl:1][C:2]1[CH:7]=[C:6]([C:13]2[C:18]([CH3:19])=[CH:17][C:16]([CH3:20])=[CH:15][N:14]=2)[C:5]([Cl:11])=[CH:4][N:3]=1. The yield is 0.260. (7) The reactants are C[C:2]([C:5]1[CH:10]=[CH:9][C:8]([CH:11]=[CH2:12])=[CH:7][CH:6]=1)(C)C.C(C1C=CC(CCl)=CC=1)=C.[N:23]1[CH:28]=[CH:27][C:26]([N:29]2[CH2:34][CH2:33][NH:32][CH2:31][CH2:30]2)=[CH:25][CH:24]=1.Cl. The catalyst is N1C=CC=CC=1N1CCNCC1.CO. The yield is 0.721. The product is [CH:11]([C:8]1[CH:7]=[CH:6][C:5]([CH2:2][N:23]2[CH:24]=[CH:25][C:26]([N:29]3[CH2:30][CH2:31][NH:32][CH2:33][CH2:34]3)=[CH:27][CH2:28]2)=[CH:10][CH:9]=1)=[CH2:12].